From a dataset of Forward reaction prediction with 1.9M reactions from USPTO patents (1976-2016). Predict the product of the given reaction. (1) Given the reactants [Cl:1][C:2]1[C:3]([OH:13])=[C:4]([S:9](Cl)(=[O:11])=[O:10])[CH:5]=[C:6]([Cl:8])[CH:7]=1.[NH2:14][CH2:15][C:16]1[CH:17]=[C:18]([CH:41]=[C:42]([O:44][C:45]2[CH:50]=[CH:49][C:48]([F:51])=[CH:47][CH:46]=2)[CH:43]=1)[CH2:19][N:20]([CH2:33][C:34]1[CH:39]=[CH:38][C:37]([F:40])=[CH:36][CH:35]=1)[S:21]([C:24]1[CH:29]=[C:28]([Cl:30])[CH:27]=[C:26]([Cl:31])[C:25]=1[OH:32])(=[O:23])=[O:22].CCN(CC)CC, predict the reaction product. The product is: [Cl:31][C:26]1[C:25]([OH:32])=[C:24]([S:21]([N:20]([CH2:19][C:18]2[CH:41]=[C:42]([O:44][C:45]3[CH:46]=[CH:47][C:48]([F:51])=[CH:49][CH:50]=3)[CH:43]=[C:16]([CH2:15][NH:14][S:9]([C:4]3[CH:5]=[C:6]([Cl:8])[CH:7]=[C:2]([Cl:1])[C:3]=3[OH:13])(=[O:10])=[O:11])[CH:17]=2)[CH2:33][C:34]2[CH:35]=[CH:36][C:37]([F:40])=[CH:38][CH:39]=2)(=[O:23])=[O:22])[CH:29]=[C:28]([Cl:30])[CH:27]=1. (2) Given the reactants [C:1]([O:4][CH2:5][CH2:6][N:7]([C:14](Cl)=[O:15])[C:8]1[CH:13]=[CH:12][CH:11]=[CH:10][CH:9]=1)(=[O:3])[CH3:2].[CH3:17][C:18]1[C:19]([CH2:30][S:31]([C:33]2[NH:37][C:36]3[CH:38]=[CH:39][CH:40]=[CH:41][C:35]=3[N:34]=2)=[O:32])=[N:20][CH:21]=[CH:22][C:23]=1[O:24][CH2:25][C:26]([F:29])([F:28])[F:27].C(N(CC)CC)C.C(OCC)(=O)C, predict the reaction product. The product is: [C:1]([O:4][CH2:5][CH2:6][N:7]([C:14]([N:34]1[C:35]2[CH:41]=[CH:40][CH:39]=[CH:38][C:36]=2[N:37]=[C:33]1[S:31]([CH2:30][C:19]1[C:18]([CH3:17])=[C:23]([O:24][CH2:25][C:26]([F:27])([F:28])[F:29])[CH:22]=[CH:21][N:20]=1)=[O:32])=[O:15])[C:8]1[CH:13]=[CH:12][CH:11]=[CH:10][CH:9]=1)(=[O:3])[CH3:2].